From a dataset of Human intestinal absorption (HIA) binary classification data from Hou et al.. Regression/Classification. Given a drug SMILES string, predict its absorption, distribution, metabolism, or excretion properties. Task type varies by dataset: regression for continuous measurements (e.g., permeability, clearance, half-life) or binary classification for categorical outcomes (e.g., BBB penetration, CYP inhibition). Dataset: hia_hou. (1) The compound is CC(C)NC(=N)NC(=N)Nc1ccc(Cl)cc1. The result is 1 (good absorption). (2) The drug is C#C[C@@]1(O)CC[C@@H]2[C@@H]3CCC4=CC(=O)CC[C@@H]4[C@@H]3CC[C@@]21CC. The result is 1 (good absorption).